Dataset: Forward reaction prediction with 1.9M reactions from USPTO patents (1976-2016). Task: Predict the product of the given reaction. The product is: [Cl:1][C:2]1[CH:3]=[C:4]([C:8]2[CH:13]=[CH:12][C:11]([CH2:14][C@@H:15]([NH:24][C:25]([C:27]3[O:31][C:30]([CH2:32][CH3:33])=[N:29][CH:28]=3)=[O:26])[CH2:16][C@H:17]([CH3:23])[C:18]([OH:20])=[O:19])=[CH:10][CH:9]=2)[CH:5]=[CH:6][CH:7]=1. Given the reactants [Cl:1][C:2]1[CH:3]=[C:4]([C:8]2[CH:13]=[CH:12][C:11]([CH2:14][C@@H:15]([NH:24][C:25]([C:27]3[O:31][C:30]([CH2:32][CH3:33])=[N:29][CH:28]=3)=[O:26])[CH2:16][CH:17]([CH3:23])[C:18]([O:20]CC)=[O:19])=[CH:10][CH:9]=2)[CH:5]=[CH:6][CH:7]=1.[OH-].[Na+], predict the reaction product.